Dataset: Forward reaction prediction with 1.9M reactions from USPTO patents (1976-2016). Task: Predict the product of the given reaction. Given the reactants [C:18]1(P([C:14]2[CH:19]=[CH:18][CH:17]=[CH:16]C=2)[C:18]2[CH:19]=[CH:14]C=[CH:16][CH:17]=2)[CH:19]=[CH:14]C=[CH:16][CH:17]=1.CC(O[C:24](/[N:26]=[N:27]/[C:28](OC(C)C)=O)=O)C.[C:34]([N:41]1[CH2:46][CH2:45][CH:44](O)[CH2:43][CH2:42]1)([O:36][C:37]([CH3:40])([CH3:39])[CH3:38])=[O:35].[CH2:48]([Cl:50])Cl, predict the reaction product. The product is: [C:37]([O:36][C:34]([N:41]1[CH2:46][CH2:45][CH:44]([N:26]2[C:24]3[CH:45]=[CH:46][N:41]=[CH:42][C:43]=3[C:28]([C:18]3[CH:17]=[CH:16][C:48]([Cl:50])=[CH:14][CH:19]=3)=[N:27]2)[CH2:43][CH2:42]1)=[O:35])([CH3:40])([CH3:39])[CH3:38].